From a dataset of Forward reaction prediction with 1.9M reactions from USPTO patents (1976-2016). Predict the product of the given reaction. (1) Given the reactants [H-].[Na+].[NH2:3][C:4]1[CH:13]=[CH:12][C:11]([OH:14])=[CH:10][C:5]=1[C:6]([O:8][CH3:9])=[O:7].I[CH2:16][C:17]([NH2:19])=[O:18].O, predict the reaction product. The product is: [NH2:3][C:4]1[CH:13]=[CH:12][C:11]([O:14][CH2:16][C:17]([NH2:19])=[O:18])=[CH:10][C:5]=1[C:6]([O:8][CH3:9])=[O:7]. (2) Given the reactants [NH2:1][C:2]1[CH:7]=[CH:6][C:5]([CH2:8][C:9]([O:11][C:12]([CH3:15])([CH3:14])[CH3:13])=[O:10])=[CH:4][C:3]=1[O:16][CH3:17].[C:18]1([CH3:27])[C:19]([N:24]=[C:25]=[O:26])=[CH:20][CH:21]=[CH:22][CH:23]=1, predict the reaction product. The product is: [CH3:17][O:16][C:3]1[CH:4]=[C:5]([CH2:8][C:9]([O:11][C:12]([CH3:14])([CH3:13])[CH3:15])=[O:10])[CH:6]=[CH:7][C:2]=1[NH:1][C:25]([NH:24][C:19]1[CH:20]=[CH:21][CH:22]=[CH:23][C:18]=1[CH3:27])=[O:26]. (3) Given the reactants C([O:4][CH2:5][C@@H:6]1[C@@H:11]([O:12]C(=O)C)[C@H:10]([OH:16])[C@H:9]([OH:17])[C@@H:8]([C:18]2[CH:23]=[CH:22][C:21]([C@@H:24]3[C@@H:29]([OH:30])[C@@H:28]([OH:31])[C@H:27]([O:32]C(=O)C)[C@@H:26]([CH2:36][O:37]C(=O)C)[O:25]3)=[CH:20][CH:19]=2)[O:7]1)(=O)C.CO[Na], predict the reaction product. The product is: [OH:37][CH2:36][C@@H:26]1[C@@H:27]([OH:32])[C@H:28]([OH:31])[C@H:29]([OH:30])[C@@H:24]([C:21]2[CH:20]=[CH:19][C:18]([C@@H:8]3[C@@H:9]([OH:17])[C@@H:10]([OH:16])[C@H:11]([OH:12])[C@@H:6]([CH2:5][OH:4])[O:7]3)=[CH:23][CH:22]=2)[O:25]1. (4) Given the reactants [CH3:1][O:2][C:3]1[CH:4]=[C:5]([OH:9])[CH:6]=[CH:7][CH:8]=1.F[C:11]1[CH:16]=[CH:15][CH:14]=[CH:13][C:12]=1[N+:17]([O-:19])=[O:18].[CH3:20][O:21][C:22]1[CH:23]=[C:24]([CH:33]=[CH:34][CH:35]=1)[O:25][C:26]1[CH:32]=[CH:31][CH:30]=[CH:29][C:27]=1[NH2:28].[NH2:36][C:37]1[S:38][CH:39]=[CH:40][N:41]=1, predict the reaction product. The product is: [CH3:1][O:2][C:3]1[CH:4]=[C:5]([CH:6]=[CH:7][CH:8]=1)[O:9][C:11]1[CH:16]=[CH:15][CH:14]=[CH:13][C:12]=1[N+:17]([O-:19])=[O:18].[CH3:20][O:21][C:22]1[CH:23]=[C:24]([CH:33]=[CH:34][CH:35]=1)[O:25][C:26]1[CH:32]=[CH:31][CH:30]=[CH:29][C:27]=1[NH:28][C:5]([NH:36][C:37]1[S:38][CH:39]=[CH:40][N:41]=1)=[O:9]. (5) Given the reactants O.[NH2:2][NH2:3].[Br:4][C:5]1[CH:10]=[CH:9][C:8](F)=[CH:7][N:6]=1, predict the reaction product. The product is: [Br:4][C:5]1[CH:10]=[CH:9][C:8]([NH:2][NH2:3])=[CH:7][N:6]=1. (6) Given the reactants [CH3:1][O:2][C:3](=[O:27])[CH2:4][C@H:5]1[C:9]2[CH:10]=[CH:11][C:12]([O:14][C@H:15]3[C:23]4[C:18](=[C:19](Br)[C:20]([C:24]#[N:25])=[CH:21][CH:22]=4)[CH2:17][CH2:16]3)=[CH:13][C:8]=2[O:7][CH2:6]1.[Br-].[F:29][C:30]1[CH:31]=[C:32]([CH:35]=[CH:36][CH:37]=1)[CH2:33][Zn+], predict the reaction product. The product is: [CH3:1][O:2][C:3](=[O:27])[CH2:4][C@H:5]1[C:9]2[CH:10]=[CH:11][C:12]([O:14][C@H:15]3[C:23]4[C:18](=[C:19]([CH2:33][C:32]5[CH:35]=[CH:36][CH:37]=[C:30]([F:29])[CH:31]=5)[C:20]([C:24]#[N:25])=[CH:21][CH:22]=4)[CH2:17][CH2:16]3)=[CH:13][C:8]=2[O:7][CH2:6]1.